This data is from Full USPTO retrosynthesis dataset with 1.9M reactions from patents (1976-2016). The task is: Predict the reactants needed to synthesize the given product. (1) The reactants are: Cl[C:2]1[N:11]=[C:10]([NH:12][CH2:13][CH:14]([C:18]2[CH:23]=[CH:22][CH:21]=[CH:20][CH:19]=2)[CH:15]([CH3:17])[CH3:16])[C:9]2[C:4](=[CH:5][CH:6]=[CH:7][CH:8]=2)[N:3]=1.[CH3:24][C:25]1[C:30](B(O)O)=[CH:29][N:28]2[CH:34]=[CH:35][N:36]=[C:27]2[CH:26]=1.C(NC1C2C(=CC=CC=2)N=C(C2SC3C=CC=CC=3C=2)N=1)(C1C=CC=CC=1)C1C=CC=CC=1. Given the product [CH3:16][CH:15]([CH3:17])[CH:14]([C:18]1[CH:23]=[CH:22][CH:21]=[CH:20][CH:19]=1)[CH2:13][NH:12][C:10]1[C:9]2[C:4](=[CH:5][CH:6]=[CH:7][CH:8]=2)[N:3]=[C:2]([C:30]2[C:25]([CH3:24])=[CH:26][C:27]3[N:28]([CH:34]=[CH:35][N:36]=3)[CH:29]=2)[N:11]=1, predict the reactants needed to synthesize it. (2) Given the product [C:1]([C:5]1[CH:10]=[CH:9][C:8]([C:11]2[CH:12]=[CH:13][CH:14]=[C:15]3[C:19]=2[CH2:18][C:17]([CH2:21][CH:22]2[CH2:23][CH2:24][CH2:25][CH2:26][CH2:27]2)=[CH:16]3)=[CH:7][CH:6]=1)([CH3:4])([CH3:2])[CH3:3], predict the reactants needed to synthesize it. The reactants are: [C:1]([C:5]1[CH:10]=[CH:9][C:8]([C:11]2[CH:12]=[CH:13][CH:14]=[C:15]3[C:19]=2[C:18](=O)[CH:17]([CH2:21][CH:22]2[CH2:27][CH2:26][CH2:25][CH2:24][CH2:23]2)[CH2:16]3)=[CH:7][CH:6]=1)([CH3:4])([CH3:3])[CH3:2].[BH4-].[Na+].CO.S(=O)(=O)(O)O. (3) Given the product [CH2:18]([O:17][C:13]1[CH:12]=[C:11]([CH:16]=[CH:15][CH:14]=1)[CH2:10][N:7]1[CH2:8][CH2:9][CH:5]([C:3]([NH:23][NH2:24])=[O:2])[CH2:6]1)[CH:19]([CH3:21])[CH3:20], predict the reactants needed to synthesize it. The reactants are: C[O:2][C:3]([CH:5]1[CH2:9][CH2:8][N:7]([CH2:10][C:11]2[CH:16]=[CH:15][CH:14]=[C:13]([O:17][CH2:18][CH:19]([CH3:21])[CH3:20])[CH:12]=2)[CH2:6]1)=O.O.[NH2:23][NH2:24]. (4) Given the product [C:29]([C:26]1[CH:27]=[C:28]2[C:23](=[CH:24][C:25]=1[F:31])[N:22]([C:2]([O:4][C:5]1[CH:10]=[CH:9][CH:8]=[CH:7][CH:6]=1)=[O:3])[C:21](=[O:32])[C:20]2([C:19]1[C:14]([O:13][CH2:11][CH3:12])=[N:15][CH:16]=[CH:17][CH:18]=1)[O:33][C:2]([O:4][C:5]1[CH:10]=[CH:9][CH:8]=[CH:7][CH:6]=1)=[O:3])#[N:30], predict the reactants needed to synthesize it. The reactants are: Cl[C:2]([O:4][C:5]1[CH:10]=[CH:9][CH:8]=[CH:7][CH:6]=1)=[O:3].[CH2:11]([O:13][C:14]1[C:19]([C:20]2([OH:33])[C:28]3[C:23](=[CH:24][C:25]([F:31])=[C:26]([C:29]#[N:30])[CH:27]=3)[NH:22][C:21]2=[O:32])=[CH:18][CH:17]=[CH:16][N:15]=1)[CH3:12]. (5) The reactants are: [F:1][C:2]1[N:7]=[C:6]([NH:8]C(=O)C(C)(C)C)[C:5]([CH:15](O)[CH:16]([CH:21]2[CH2:26][CH2:25][N:24](C(OC(C)(C)C)=O)[CH2:23][CH2:22]2)[C:17](OC)=[O:18])=[CH:4][CH:3]=1.[ClH:35]. Given the product [ClH:35].[F:1][C:2]1[N:7]=[C:6]2[C:5]([CH:15]=[C:16]([CH:21]3[CH2:26][CH2:25][NH:24][CH2:23][CH2:22]3)[C:17](=[O:18])[NH:8]2)=[CH:4][CH:3]=1, predict the reactants needed to synthesize it. (6) Given the product [CH3:19][CH:18]([CH2:20][CH2:21][CH2:22][CH:23]([CH3:24])[CH2:25][CH2:26][CH2:27][CH:28]([CH3:29])[CH2:30][CH2:31][CH2:32][CH:33]([CH3:35])[CH3:34])[CH2:17][CH2:16][O:1][CH2:2][C:3]([CH2:8][OH:9])([CH2:6][OH:7])[CH2:4][OH:5], predict the reactants needed to synthesize it. The reactants are: [OH:1][CH2:2][C:3]([CH2:8][OH:9])([CH2:6][OH:7])[CH2:4][OH:5].[H-].[Na+].S(C1C=CC(C)=CC=1)(O[CH2:16][CH2:17][CH:18]([CH2:20][CH2:21][CH2:22][CH:23]([CH2:25][CH2:26][CH2:27][CH:28]([CH2:30][CH2:31][CH2:32][CH:33]([CH3:35])[CH3:34])[CH3:29])[CH3:24])[CH3:19])(=O)=O. (7) Given the product [C:1]([O:5][C:6](=[O:28])[NH:7][CH2:8][CH:9]([NH2:10])[C:21]1[CH:26]=[CH:25][CH:24]=[C:23]([Cl:27])[CH:22]=1)([CH3:4])([CH3:2])[CH3:3], predict the reactants needed to synthesize it. The reactants are: [C:1]([O:5][C:6](=[O:28])[NH:7][CH2:8][CH:9]([C:21]1[CH:26]=[CH:25][CH:24]=[C:23]([Cl:27])[CH:22]=1)[N:10]1C(=O)C2C(=CC=CC=2)C1=O)([CH3:4])([CH3:3])[CH3:2].O.NN.